This data is from Reaction yield outcomes from USPTO patents with 853,638 reactions. The task is: Predict the reaction yield, written as a fraction of the theoretical maximum amount of product (1.0 means a 100% yield; for example, 0.34 means a 34% yield). (1) The reactants are C(O[C:4]([CH:6]1[C:11](=[O:12])[N:10]2[CH:13]=[CH:14][N:15]=[C:9]2[N:8]([CH2:16][CH2:17][CH:18]([CH3:20])[CH3:19])[C:7]1=[O:21])=O)C.[NH2:22][C:23]1[CH:28]=[CH:27][C:26]([NH:29][S:30]([CH3:33])(=[O:32])=[O:31])=[CH:25][C:24]=1[S:34]([NH2:37])(=[O:36])=[O:35].C1CCN2C(=NCCC2)CC1.CO. The catalyst is N1C=CC=CC=1. The product is [OH:12][C:11]1[N:10]2[CH:13]=[CH:14][N:15]=[C:9]2[N:8]([CH2:16][CH2:17][CH:18]([CH3:19])[CH3:20])[C:7](=[O:21])[C:6]=1[C:4]1[NH:22][C:23]2[CH:28]=[CH:27][C:26]([NH:29][S:30]([CH3:33])(=[O:31])=[O:32])=[CH:25][C:24]=2[S:34](=[O:36])(=[O:35])[N:37]=1. The yield is 0.0200. (2) The reactants are [Cl:1][C:2]1[CH:3]=[C:4]([O:13][CH2:14][C:15]23[CH2:22][CH2:21][C:18](/[CH:23]=[CH:24]/[C:25]([OH:27])=[O:26])([CH2:19][CH2:20]2)[CH2:17][CH2:16]3)[C:5]2[O:9][C:8]([CH3:11])([CH3:10])[CH2:7][C:6]=2[CH:12]=1. The catalyst is CO.C1COCC1. The product is [Cl:1][C:2]1[CH:3]=[C:4]([O:13][CH2:14][C:15]23[CH2:20][CH2:19][C:18]([CH2:23][CH2:24][C:25]([OH:27])=[O:26])([CH2:21][CH2:22]2)[CH2:17][CH2:16]3)[C:5]2[O:9][C:8]([CH3:11])([CH3:10])[CH2:7][C:6]=2[CH:12]=1. The yield is 1.00. (3) The reactants are [Br:1][C:2]1[C:3]2[CH2:4][C@@H:5]3[CH2:14][NH:13][CH2:12][CH2:11][N:6]3[C:7]=2[CH:8]=[CH:9][CH:10]=1.[O:15]1[CH2:19][CH2:18][NH:17][C:16]1=[O:20].[CH2:21]=O. The catalyst is ClCCl.O. The product is [Br:1][C:2]1[C:3]2[CH2:4][C@@H:5]3[CH2:14][N:13]([CH2:21][N:17]4[CH2:18][CH2:19][O:15][C:16]4=[O:20])[CH2:12][CH2:11][N:6]3[C:7]=2[CH:8]=[CH:9][CH:10]=1. The yield is 0.820. (4) The reactants are [CH3:1][C:2]1[N:6]([CH2:7][C:8]([O:10]CC)=[O:9])[C:5]2[S:13][CH:14]=[CH:15][C:4]=2[C:3]=1[CH2:16][C:17]1[CH:22]=[CH:21][CH:20]=[CH:19][C:18]=1[S:23]([N:26]1[CH2:31][CH2:30][O:29][CH2:28][CH2:27]1)(=[O:25])=[O:24].[OH-].[Na+].Cl. The catalyst is C1COCC1. The product is [CH3:1][C:2]1[N:6]([CH2:7][C:8]([OH:10])=[O:9])[C:5]2[S:13][CH:14]=[CH:15][C:4]=2[C:3]=1[CH2:16][C:17]1[CH:22]=[CH:21][CH:20]=[CH:19][C:18]=1[S:23]([N:26]1[CH2:31][CH2:30][O:29][CH2:28][CH2:27]1)(=[O:25])=[O:24]. The yield is 0.228. (5) The reactants are [F:1][C:2]([F:7])([F:6])[C:3]([OH:5])=[O:4].[F:8][C:9]([F:14])([F:13])[C:10]([OH:12])=[O:11].FC(F)(F)C(O)=O.[Cl:22][C:23]1[CH:24]=[N:25][C:26]2[NH:27][C:28]3[CH:29]=[N:30][CH:31]=[C:32]([CH:54]=3)[CH2:33][CH2:34][C:35]3[CH:43]=[C:39]([NH:40][C:41]=1[N:42]=2)[CH:38]=[CH:37][C:36]=3[NH:44][C:45](=[O:53])[CH2:46][CH:47]1[CH2:52][CH2:51][NH:50][CH2:49][CH2:48]1.[CH3:55][S:56](Cl)(=[O:58])=[O:57]. No catalyst specified. The product is [F:1][C:2]([F:7])([F:6])[C:3]([OH:5])=[O:4].[F:8][C:9]([F:14])([F:13])[C:10]([OH:12])=[O:11].[Cl:22][C:23]1[CH:24]=[N:25][C:26]2[NH:27][C:28]3[CH:29]=[N:30][CH:31]=[C:32]([CH:54]=3)[CH2:33][CH2:34][C:35]3[CH:43]=[C:39]([NH:40][C:41]=1[N:42]=2)[CH:38]=[CH:37][C:36]=3[NH:44][C:45](=[O:53])[CH2:46][CH:47]1[CH2:52][CH2:51][N:50]([S:56]([CH3:55])(=[O:58])=[O:57])[CH2:49][CH2:48]1. The yield is 0.430.